Dataset: Full USPTO retrosynthesis dataset with 1.9M reactions from patents (1976-2016). Task: Predict the reactants needed to synthesize the given product. (1) Given the product [CH3:24][C:23]1[CH:22]=[CH:21][CH:20]=[C:19]([CH3:25])[C:18]=1[C:14]1[CH:15]=[CH:16][CH:17]=[C:12]([CH:7]2[CH2:6][CH2:5][C:4]3[C:9](=[CH:10][CH:11]=[C:2](/[CH:55]=[CH:54]/[C:53]([O:57][CH3:58])=[O:56])[CH:3]=3)[O:8]2)[CH:13]=1, predict the reactants needed to synthesize it. The reactants are: Br[C:2]1[CH:3]=[C:4]2[C:9](=[CH:10][CH:11]=1)[O:8][CH:7]([C:12]1[CH:13]=[C:14]([C:18]3[C:23]([CH3:24])=[CH:22][CH:21]=[CH:20][C:19]=3[CH3:25])[CH:15]=[CH:16][CH:17]=1)[CH2:6][CH2:5]2.C(P(C(C)(C)C)C(C)(C)C)(C)(C)C.C1(N(C)C2CCCCC2)CCCCC1.[C:53]([O:57][CH3:58])(=[O:56])[CH:54]=[CH2:55]. (2) Given the product [S:18]1[C:19]2[CH:25]=[CH:24][CH:23]=[CH:22][C:20]=2[N:21]=[C:17]1[C:8]1[C:7]2=[N:6][S:5][N:4]=[C:3]2[C:2]([Br:11])=[CH:1][N:9]=1, predict the reactants needed to synthesize it. The reactants are: [CH:1]1[N:9]=[C:8](Br)[C:7]2[C:3](=[N:4][S:5][N:6]=2)[C:2]=1[Br:11].C([Sn](CCCC)(CCCC)[C:17]1[S:18][C:19]2[CH:25]=[CH:24][CH:23]=[CH:22][C:20]=2[N:21]=1)CCC. (3) Given the product [OH:28][C:17]([C:14]1[CH:13]=[CH:12][C:11]([O:10][CH2:9][CH2:8][CH2:7][CH2:6][CH:2]=[O:1])=[CH:16][CH:15]=1)([C:22]1[CH:23]=[CH:24][CH:25]=[CH:26][CH:27]=1)[C:18]([O:20][CH3:21])=[O:19], predict the reactants needed to synthesize it. The reactants are: [O:1]1CCO[CH:2]1[CH2:6][CH2:7][CH2:8][CH2:9][O:10][C:11]1[CH:16]=[CH:15][C:14]([C:17]([OH:28])([C:22]2[CH:27]=[CH:26][CH:25]=[CH:24][CH:23]=2)[C:18]([O:20][CH3:21])=[O:19])=[CH:13][CH:12]=1. (4) The reactants are: [CH3:1][O:2][C:3](=[O:15])[C:4](=[O:14])[CH:5]([Cl:13])[C:6]1[CH:11]=[CH:10][C:9](F)=[CH:8][CH:7]=1.[CH3:16][C:17]1[CH:18]=[C:19]([CH:22]=[CH:23][C:24]=1[CH3:25])C=O.F[C:27]1C=CC(C=O)=CC=1. Given the product [CH3:1][O:2][C:3](=[O:15])[C:4](=[O:14])[C:5]([Cl:13])([C:19]1[CH:22]=[CH:23][C:24]([CH3:25])=[C:17]([CH3:16])[CH:18]=1)[C:6]1[CH:11]=[C:10]([CH3:27])[CH:9]=[CH:8][CH:7]=1, predict the reactants needed to synthesize it.